Dataset: Full USPTO retrosynthesis dataset with 1.9M reactions from patents (1976-2016). Task: Predict the reactants needed to synthesize the given product. (1) Given the product [C:1]1([C:7]2[N:12]=[C:11]([CH2:13][NH:22][CH2:23][CH2:24][CH2:25][P:26](=[O:27])([OH:29])[OH:28])[CH:10]=[CH:9][C:8]=2[C:15]2[CH:20]=[CH:19][C:18]([CH3:21])=[CH:17][CH:16]=2)[CH:6]=[CH:5][CH:4]=[CH:3][CH:2]=1, predict the reactants needed to synthesize it. The reactants are: [C:1]1([C:7]2[N:12]=[C:11]([CH:13]=O)[CH:10]=[CH:9][C:8]=2[C:15]2[CH:20]=[CH:19][C:18]([CH3:21])=[CH:17][CH:16]=2)[CH:6]=[CH:5][CH:4]=[CH:3][CH:2]=1.[NH2:22][CH2:23][CH2:24][CH2:25][P:26](=[O:29])([OH:28])[OH:27].[BH3-]C#N.[Na+]. (2) Given the product [F:1][C:2]1[CH:3]=[CH:4][C:5]([C:8]2[O:9][CH:10]=[C:11]([C:13]([CH3:17])([CH3:16])[CH2:14][NH:15][C:30](=[O:31])[C:29]3[CH:33]=[CH:34][CH:35]=[C:27]([C:25]4[O:26][C:22]([C:20](=[O:21])[C:19]([F:18])([F:36])[F:37])=[CH:23][CH:24]=4)[CH:28]=3)[N:12]=2)=[CH:6][CH:7]=1, predict the reactants needed to synthesize it. The reactants are: [F:1][C:2]1[CH:7]=[CH:6][C:5]([C:8]2[O:9][CH:10]=[C:11]([C:13]([CH3:17])([CH3:16])[CH2:14][NH2:15])[N:12]=2)=[CH:4][CH:3]=1.[F:18][C:19]([F:37])([F:36])[C:20]([C:22]1[O:26][C:25]([C:27]2[CH:28]=[C:29]([CH:33]=[CH:34][CH:35]=2)[C:30](O)=[O:31])=[CH:24][CH:23]=1)=[O:21]. (3) The reactants are: Br[C:2]1[CH:3]=[C:4]([N:10]2[CH2:15][CH2:14][O:13][CH2:12][CH2:11]2)[C:5]([C:8]#[N:9])=[N:6][CH:7]=1.[CH3:16][C:17]1[N:22]=[CH:21][C:20]([NH2:23])=[CH:19][C:18]=1B1OC(C)(C)C(C)(C)O1. Given the product [NH2:23][C:20]1[CH:19]=[C:18]([C:2]2[CH:7]=[N:6][C:5]([C:8]#[N:9])=[C:4]([N:10]3[CH2:15][CH2:14][O:13][CH2:12][CH2:11]3)[CH:3]=2)[C:17]([CH3:16])=[N:22][CH:21]=1, predict the reactants needed to synthesize it. (4) Given the product [CH2:1]1[O:10][C:9]2[CH:8]=[CH:7][C:5]([NH:6][C:21]([NH:20][C:15]3[CH:16]=[CH:17][C:18]4[O:19][CH2:11][O:12][C:13]=4[CH:14]=3)=[O:22])=[CH:4][C:3]=2[O:2]1, predict the reactants needed to synthesize it. The reactants are: [CH2:1]1[O:10][C:9]2[CH:8]=[CH:7][C:5]([NH2:6])=[CH:4][C:3]=2[O:2]1.[CH2:11]1[O:19][C:18]2[CH:17]=[CH:16][C:15]([N:20]=[C:21]=[O:22])=[CH:14][C:13]=2[O:12]1. (5) Given the product [CH3:1][N:2]([CH2:3][CH:4]1[CH2:9][CH2:8][O:7][CH2:6][CH2:5]1)[C:26]([C:24]1[CH:23]=[CH:22][C:21]2=[N:17][O:18][N:19]=[C:20]2[CH:25]=1)=[O:27], predict the reactants needed to synthesize it. The reactants are: [CH3:1][NH:2][CH2:3][CH:4]1[CH2:9][CH2:8][O:7][CH2:6][CH2:5]1.C(N(CC)CC)C.[N:17]1[O:18][N:19]=[C:20]2[CH:25]=[C:24]([C:26](Cl)=[O:27])[CH:23]=[CH:22][C:21]=12. (6) Given the product [N+:17]([C:20]1[CH:21]=[CH:22][C:23]([C:24]([NH:9][C:1]([CH2:4][C:5]([CH3:8])([CH3:7])[CH3:6])([CH3:3])[CH3:2])=[O:25])=[CH:27][CH:28]=1)([O-:19])=[O:18], predict the reactants needed to synthesize it. The reactants are: [C:1]([NH2:9])([CH2:4][C:5]([CH3:8])([CH3:7])[CH3:6])([CH3:3])[CH3:2].C(N(CC)CC)C.[N+:17]([C:20]1[CH:28]=[CH:27][C:23]([C:24](Cl)=[O:25])=[CH:22][CH:21]=1)([O-:19])=[O:18]. (7) Given the product [N:22]1([C:20]2[N:21]=[C:16]3[CH:15]=[CH:14][C:13]([NH:12][C:11]([C:10]4[N:6]([CH3:5])[N:7]=[CH:8][C:9]=4[C:29]([CH:4]4[NH:1][CH2:2][CH2:3]4)=[O:30])=[O:28])=[CH:18][N:17]3[N:19]=2)[CH2:23][CH2:24][O:25][CH2:26][CH2:27]1, predict the reactants needed to synthesize it. The reactants are: [NH:1]1[CH2:4][CH2:3][CH2:2]1.[CH3:5][N:6]1[C:10]([C:11](=[O:28])[NH:12][C:13]2[CH:14]=[CH:15][C:16]3[N:17]([N:19]=[C:20]([N:22]4[CH2:27][CH2:26][O:25][CH2:24][CH2:23]4)[N:21]=3)[CH:18]=2)=[C:9]([C:29](O)=[O:30])[CH:8]=[N:7]1. (8) Given the product [N:9]1[C:10]2[C:15](=[CH:14][CH:13]=[CH:12][CH:11]=2)[C:6]([C:3]2[CH:4]=[CH:5][N:1]=[C:21]([SH:22])[N:2]=2)=[CH:7][CH:8]=1, predict the reactants needed to synthesize it. The reactants are: [NH:1]1[CH:5]=[CH:4][C:3]([C:6]2[C:15]3[C:10](=[CH:11][CH:12]=[C:13](C#N)[CH:14]=3)[N:9]=[CH:8][CH:7]=2)=[N:2]1.[OH-].[K+].N[C:21](N)=[S:22]. (9) Given the product [CH3:26][C:24]([CH3:25])([CH3:27])[CH2:23][NH:22][C:20]([C:17]1[CH:18]=[CH:19][C:14]([C:12]2[C:11]([CH3:31])=[C:10]([F:32])[CH:9]=[C:8]([C:6]([O:5][C:2]([CH3:4])([CH3:3])[CH3:1])=[O:7])[CH:13]=2)=[C:15]([C:28]([NH:33][C:34]2[S:35][CH:36]=[CH:37][N:38]=2)=[O:30])[CH:16]=1)=[O:21], predict the reactants needed to synthesize it. The reactants are: [CH3:1][C:2]([O:5][C:6]([C:8]1[CH:9]=[C:10]([F:32])[C:11]([CH3:31])=[C:12]([C:14]2[C:15]([C:28]([OH:30])=O)=[CH:16][C:17]([C:20]([NH:22][CH2:23][C:24]([CH3:27])([CH3:26])[CH3:25])=[O:21])=[CH:18][CH:19]=2)[CH:13]=1)=[O:7])([CH3:4])[CH3:3].[NH2:33][C:34]1[S:35][CH:36]=[CH:37][N:38]=1.CCN(C(C)C)C(C)C.O. (10) Given the product [C:1]([C:4]1[C:5]([OH:16])=[C:6]([C:9]([O:14][CH3:15])=[C:10]([O:12][CH3:13])[CH:11]=1)[CH2:7][N:27]1[CH2:26][CH2:25][N:24]([C:17]([O:19][C:20]([CH3:23])([CH3:22])[CH3:21])=[O:18])[CH2:29][CH2:28]1)(=[O:3])[CH3:2], predict the reactants needed to synthesize it. The reactants are: [C:1]([C:4]1[C:5]([OH:16])=[C:6]([C:9]([O:14][CH3:15])=[C:10]([O:12][CH3:13])[CH:11]=1)[CH:7]=O)(=[O:3])[CH3:2].[C:17]([N:24]1[CH2:29][CH2:28][NH:27][CH2:26][CH2:25]1)([O:19][C:20]([CH3:23])([CH3:22])[CH3:21])=[O:18].C(O[BH-](OC(=O)C)OC(=O)C)(=O)C.[Na+].